Dataset: Catalyst prediction with 721,799 reactions and 888 catalyst types from USPTO. Task: Predict which catalyst facilitates the given reaction. (1) Reactant: [CH3:1][C:2]1[CH:3]=[CH:4][C:5]([O:15][CH2:16][C:17]2[CH:22]=[CH:21][C:20]([F:23])=[CH:19][CH:18]=2)=[C:6]([C:8](=O)[CH2:9][CH2:10][C:11](=O)[CH3:12])[CH:7]=1.[CH3:24][O:25][C:26](=[O:38])[C:27]1[CH:32]=[C:31](N)[CH:30]=[CH:29][C:28]=1[NH:34][C:35](=[O:37])[CH3:36].CC1C=CC(S(O)(=O)=O)=CC=1.C[N:51]1C(=O)CCC1. Product: [CH3:24][O:25][C:26](=[O:38])[C:27]1[CH:32]=[CH:31][CH:30]=[C:29]([N:51]2[C:11]([CH3:12])=[CH:10][CH:9]=[C:8]2[C:6]2[CH:7]=[C:2]([CH3:1])[CH:3]=[CH:4][C:5]=2[O:15][CH2:16][C:17]2[CH:22]=[CH:21][C:20]([F:23])=[CH:19][CH:18]=2)[C:28]=1[NH:34][C:35](=[O:37])[CH3:36]. The catalyst class is: 28. (2) Reactant: [NH:1]([C:15]([O:17][C:18]([CH3:21])([CH3:20])[CH3:19])=[O:16])[C@H:2]([C:8]([O:10][C:11]([CH3:14])([CH3:13])[CH3:12])=[O:9])[CH2:3][CH2:4][C:5](=[O:7])[OH:6].[C:22](=O)([O-])[O-].[Cs+].[Cs+].CI. Product: [C:18]([O:17][C:15]([NH:1][C@@H:2]([CH2:3][CH2:4][C:5]([O:6][CH3:22])=[O:7])[C:8]([O:10][C:11]([CH3:14])([CH3:12])[CH3:13])=[O:9])=[O:16])([CH3:21])([CH3:20])[CH3:19]. The catalyst class is: 3. (3) Reactant: [CH3:1][Si:2]([CH3:32])([CH3:31])[CH2:3][CH2:4][O:5][CH2:6][N:7]1[C:11]2[CH:12]=[CH:13][CH:14]=[CH:15][C:10]=2[N:9]=[C:8]1[O:16][C:17]1[CH:22]=[CH:21][C:20]([NH:23]C(=O)OC(C)(C)C)=[CH:19][CH:18]=1.Cl.CCOC(C)=O. Product: [CH3:1][Si:2]([CH3:32])([CH3:31])[CH2:3][CH2:4][O:5][CH2:6][N:7]1[C:11]2[CH:12]=[CH:13][CH:14]=[CH:15][C:10]=2[N:9]=[C:8]1[O:16][C:17]1[CH:18]=[CH:19][C:20]([NH2:23])=[CH:21][CH:22]=1. The catalyst class is: 25. (4) Reactant: [F:1][C:2]1[CH:17]=[C:16]([CH:18]=O)[CH:15]=[CH:14][C:3]=1[O:4][C:5]1[CH:6]=[CH:7][C:8]([C:11]([NH2:13])=[O:12])=[N:9][CH:10]=1.[CH2:20]([NH2:25])[CH2:21][CH2:22][CH2:23][CH3:24].[BH4-].[Na+]. Product: [F:1][C:2]1[CH:17]=[C:16]([CH2:18][NH:25][CH2:20][CH2:21][CH2:22][CH2:23][CH3:24])[CH:15]=[CH:14][C:3]=1[O:4][C:5]1[CH:6]=[CH:7][C:8]([C:11]([NH2:13])=[O:12])=[N:9][CH:10]=1. The catalyst class is: 5. (5) Reactant: [Br:1][CH2:2][C:3]1[CH:4]=[C:5]([CH:9]=[CH:10][CH:11]=1)[C:6](Br)=[O:7].[NH:12]1[CH2:17][CH2:16][CH2:15][CH2:14][CH2:13]1. Product: [Br:1][CH2:2][C:3]1[CH:4]=[C:5]([C:6]([N:12]2[CH2:17][CH2:16][CH2:15][CH2:14][CH2:13]2)=[O:7])[CH:9]=[CH:10][CH:11]=1. The catalyst class is: 48.